Dataset: Full USPTO retrosynthesis dataset with 1.9M reactions from patents (1976-2016). Task: Predict the reactants needed to synthesize the given product. (1) The reactants are: [Cl:1][C:2]1[CH:3]=[C:4]([N:9]=[C:10]=[O:11])[CH:5]=[C:6]([Cl:8])[CH:7]=1.[CH3:12][C:13]([OH:16])([CH3:15])[CH3:14]. Given the product [C:13]([O:16][C:10](=[O:11])[NH:9][C:4]1[CH:5]=[C:6]([Cl:8])[CH:7]=[C:2]([Cl:1])[CH:3]=1)([CH3:15])([CH3:14])[CH3:12], predict the reactants needed to synthesize it. (2) Given the product [Cl:1][C:2]1[CH:8]=[CH:7][CH:6]=[CH:5][C:3]=1[NH:4][C:13](=[O:14])[C:12]([CH3:17])([CH3:16])[CH3:11], predict the reactants needed to synthesize it. The reactants are: [Cl:1][C:2]1[CH:8]=[CH:7][CH:6]=[CH:5][C:3]=1[NH2:4].[OH-].[Na+].[CH3:11][C:12]([CH3:17])([CH3:16])[C:13](Cl)=[O:14]. (3) Given the product [CH:34]([OH:37])=[O:36].[CH3:1][C:2]1[CH:3]=[CH:4][C:5]([O:10][CH3:11])=[C:6]([CH2:7][N:31]2[CH2:32][CH2:33][N:28]([C:25]3[CH:24]=[CH:23][C:22]([O:21][CH2:20][CH2:19][CH2:18][N:12]4[CH2:13][CH2:14][CH2:15][CH2:16][CH2:17]4)=[CH:27][CH:26]=3)[CH2:29][CH2:30]2)[CH:9]=1, predict the reactants needed to synthesize it. The reactants are: [CH3:1][C:2]1[CH:3]=[CH:4][C:5]([O:10][CH3:11])=[C:6]([CH:9]=1)[CH:7]=O.[N:12]1([CH2:18][CH2:19][CH2:20][O:21][C:22]2[CH:27]=[CH:26][C:25]([N:28]3[CH2:33][CH2:32][NH:31][CH2:30][CH2:29]3)=[CH:24][CH:23]=2)[CH2:17][CH2:16][CH2:15][CH2:14][CH2:13]1.[C:34]([OH:37])(=[O:36])C.C(O[BH-](OC(=O)C)OC(=O)C)(=O)C.[Na+]. (4) Given the product [CH2:16]([N:15]1[CH:14]=[N:13][N:12]=[C:11]1[CH2:10][OH:9])[CH3:17], predict the reactants needed to synthesize it. The reactants are: [N+]([O-])(O)=O.N([O-])=O.[Na+].[OH:9][CH2:10][C:11]1[N:15]([CH2:16][CH3:17])[C:14](S)=[N:13][N:12]=1.C(=O)([O-])[O-].[Na+].[Na+]. (5) Given the product [F:35][C:23]1[CH:24]=[C:25]([N:28]2[CH:33]=[CH:32][N:31]=[CH:30][C:29]2=[O:34])[CH:26]=[CH:27][C:22]=1[NH:21][C:3]([CH:5]1[CH2:6][CH:7]([CH2:11][NH:12][C:13]([C:15]2[S:16][C:17]([Cl:20])=[CH:18][CH:19]=2)=[O:14])[CH:8]([OH:10])[CH2:9]1)=[O:4], predict the reactants needed to synthesize it. The reactants are: CO[C:3]([CH:5]1[CH2:9][CH:8]([OH:10])[CH:7]([CH2:11][NH:12][C:13]([C:15]2[S:16][C:17]([Cl:20])=[CH:18][CH:19]=2)=[O:14])[CH2:6]1)=[O:4].[NH2:21][C:22]1[CH:27]=[CH:26][C:25]([N:28]2[CH:33]=[CH:32][N:31]=[CH:30][C:29]2=[O:34])=[CH:24][C:23]=1[F:35]. (6) Given the product [Br:4][C:5]1[C:6](/[CH:16]=[C:21](\[OH:22])/[C:20]([O:19][CH2:17][CH3:18])=[O:26])=[C:7]([N+:13]([O-:15])=[O:14])[C:8]([O:11][CH3:12])=[N:9][CH:10]=1, predict the reactants needed to synthesize it. The reactants are: C(O)C.[Br:4][C:5]1[C:6]([CH3:16])=[C:7]([N+:13]([O-:15])=[O:14])[C:8]([O:11][CH3:12])=[N:9][CH:10]=1.[CH2:17]([O:19][C:20](=[O:26])[C:21](OCC)=[O:22])[CH3:18].[O-]CC.[K+]. (7) The reactants are: [CH3:1][C:2]([NH:23]C(=O)OCC1C=CC=CC=1)([CH3:22])[C:3](=[O:21])[N:4]1[CH2:16][C:15]2[NH:14][C:13]3[CH:12]=[CH:11][CH:10]=[C:9]4[C:17](=[O:20])[NH:18][N:19]=[C:6]([C:7]=2[C:8]=34)[CH2:5]1.C1NCC2NC3C=CC=C4C(=O)NN=C1C=2C=34. Given the product [NH2:23][C:2]([CH3:22])([CH3:1])[C:3]([N:4]1[CH2:16][C:15]2[NH:14][C:13]3[CH:12]=[CH:11][CH:10]=[C:9]4[C:17](=[O:20])[NH:18][N:19]=[C:6]([C:7]=2[C:8]=34)[CH2:5]1)=[O:21], predict the reactants needed to synthesize it. (8) The reactants are: [Br:1][C:2]1[CH:3]=[CH:4][C:5](Cl)=[N:6][CH:7]=1.[CH2:9]([SH:13])[CH2:10][CH2:11][CH3:12].C(=O)([O-])[O-].[Cs+].[Cs+].CN(C=O)C. Given the product [Br:1][C:2]1[CH:3]=[CH:4][C:5]([S:13][CH2:9][CH2:10][CH2:11][CH3:12])=[N:6][CH:7]=1, predict the reactants needed to synthesize it. (9) Given the product [NH2:7][C:8]1[CH:13]=[CH:12][C:11]([C:14]2[N:15]=[N:16][NH:17][C:18]=2[C:19]#[N:20])=[CH:10][C:9]=1/[CH:21]=[CH:22]/[C:23]1[CH:28]=[CH:27][CH:26]=[C:25]([C:29]([F:32])([F:31])[F:30])[CH:24]=1, predict the reactants needed to synthesize it. The reactants are: C(OC(=O)[NH:7][C:8]1[CH:13]=[CH:12][C:11]([C:14]2[N:15]=[N:16][NH:17][C:18]=2[C:19]#[N:20])=[CH:10][C:9]=1/[CH:21]=[CH:22]/[C:23]1[CH:28]=[CH:27][CH:26]=[C:25]([C:29]([F:32])([F:31])[F:30])[CH:24]=1)(C)(C)C.C(O)(C(F)(F)F)=O.